From a dataset of Catalyst prediction with 721,799 reactions and 888 catalyst types from USPTO. Predict which catalyst facilitates the given reaction. (1) Product: [O:11]=[C:12]1[NH:16][C@@H:15]([C@@H:17]([CH3:29])[C:18]([O:20][CH2:21][C:22]2[CH:27]=[CH:26][CH:25]=[CH:24][CH:23]=2)=[O:19])[CH2:14][O:13]1. The catalyst class is: 1. Reactant: C[Si]([N-][Si](C)(C)C)(C)C.[Na+].[O:11]=[C:12]1[NH:16][C@@H:15]([CH2:17][C:18]([O:20][CH2:21][C:22]2[CH:27]=[CH:26][CH:25]=[CH:24][CH:23]=2)=[O:19])[CH2:14][O:13]1.I[CH3:29]. (2) Reactant: [NH2:1][C:2]1[CH:7]=[CH:6][CH:5]=[CH:4][N:3]=1.[Cl:8][C:9]1[C:14]([O:15][CH3:16])=[CH:13][C:12]([O:17][CH3:18])=[C:11]([Cl:19])[C:10]=1[C:20]1[C:29]2[N:28]=[C:27]([CH2:30][N:31]3[CH2:36][CH2:35][N:34]([CH2:37][CH3:38])[CH2:33][CH2:32]3)[CH:26]=[N:25][C:24]=2[C:23]([C:39](O)=[O:40])=[CH:22][CH:21]=1. Product: [N:3]1[CH:4]=[CH:5][CH:6]=[CH:7][C:2]=1[NH:1][C:39]([C:23]1[C:24]2[N:25]=[CH:26][C:27]([CH2:30][N:31]3[CH2:36][CH2:35][N:34]([CH2:37][CH3:38])[CH2:33][CH2:32]3)=[N:28][C:29]=2[C:20]([C:10]2[C:9]([Cl:8])=[C:14]([O:15][CH3:16])[CH:13]=[C:12]([O:17][CH3:18])[C:11]=2[Cl:19])=[CH:21][CH:22]=1)=[O:40]. The catalyst class is: 61. (3) Reactant: [Cl:1][C:2]1[C:3]([C:36]2[S:40][C:39]([C:41]3([O:45]COC)[CH2:44][CH2:43][CH2:42]3)=[N:38][CH:37]=2)=[C:4]2[CH:10]=[C:9]([C:11]3[CH:16]=[CH:15][C:14]([CH2:17][N:18]4[CH2:23][CH2:22][CH:21]([F:24])[CH2:20][CH2:19]4)=[C:13]([F:25])[CH:12]=3)[N:8]([S:26]([C:29]3[CH:35]=[CH:34][C:32]([CH3:33])=[CH:31][CH:30]=3)(=[O:28])=[O:27])[C:5]2=[N:6][CH:7]=1.Cl. Product: [Cl:1][C:2]1[C:3]([C:36]2[S:40][C:39]([C:41]3([OH:45])[CH2:44][CH2:43][CH2:42]3)=[N:38][CH:37]=2)=[C:4]2[CH:10]=[C:9]([C:11]3[CH:16]=[CH:15][C:14]([CH2:17][N:18]4[CH2:23][CH2:22][CH:21]([F:24])[CH2:20][CH2:19]4)=[C:13]([F:25])[CH:12]=3)[N:8]([S:26]([C:29]3[CH:30]=[CH:31][C:32]([CH3:33])=[CH:34][CH:35]=3)(=[O:28])=[O:27])[C:5]2=[N:6][CH:7]=1. The catalyst class is: 5.